This data is from Catalyst prediction with 721,799 reactions and 888 catalyst types from USPTO. The task is: Predict which catalyst facilitates the given reaction. (1) Reactant: [CH:1]1([N:4]([CH2:28][C:29]2[CH:34]=[C:33]([CH2:35][CH2:36][CH2:37][O:38][CH3:39])[CH:32]=[C:31]([O:40][CH2:41][CH2:42][O:43][CH3:44])[CH:30]=2)[C:5]([C@@H:7]2[C@:12]([C:14]3[CH:19]=[CH:18][C:17]([F:20])=[CH:16][CH:15]=3)([OH:13])[CH2:11][CH2:10][N:9](C(OC(C)(C)C)=O)[CH2:8]2)=[O:6])[CH2:3][CH2:2]1.Cl. Product: [CH:1]1([N:4]([CH2:28][C:29]2[CH:34]=[C:33]([CH2:35][CH2:36][CH2:37][O:38][CH3:39])[CH:32]=[C:31]([O:40][CH2:41][CH2:42][O:43][CH3:44])[CH:30]=2)[C:5]([CH:7]2[C:12]([C:14]3[CH:19]=[CH:18][C:17]([F:20])=[CH:16][CH:15]=3)([OH:13])[CH2:11][CH2:10][NH:9][CH2:8]2)=[O:6])[CH2:3][CH2:2]1. The catalyst class is: 2. (2) Reactant: I[CH2:2][CH2:3][CH2:4][CH2:5][C:6]1[CH:11]=[CH:10][C:9]([O:12][CH2:13][C:14]2[CH:19]=[CH:18][CH:17]=[CH:16][CH:15]=2)=[CH:8][CH:7]=1.[NH:20]1[CH:24]=[CH:23][N:22]=[N:21]1.C(=O)([O-])[O-].[K+].[K+]. Product: [CH2:13]([O:12][C:9]1[CH:10]=[CH:11][C:6]([CH2:5][CH2:4][CH2:3][CH2:2][N:20]2[CH:24]=[CH:23][N:22]=[N:21]2)=[CH:7][CH:8]=1)[C:14]1[CH:19]=[CH:18][CH:17]=[CH:16][CH:15]=1. The catalyst class is: 3. (3) Reactant: [NH2:1][C:2]1[CH:14]=[C:5]2[CH2:6][N:7]([C:10](=[O:13])[CH2:11][CH3:12])[CH2:8][CH2:9][N:4]2[N:3]=1.Br[C:16]1[C:17](=[O:24])[N:18]([CH3:23])[CH:19]=[C:20]([Br:22])[CH:21]=1.CC1(C)C2C(=C(P(C3C=CC=CC=3)C3C=CC=CC=3)C=CC=2)OC2C(P(C3C=CC=CC=3)C3C=CC=CC=3)=CC=CC1=2.C([O-])([O-])=O.[Cs+].[Cs+]. Product: [Br:22][C:20]1[CH:21]=[C:16]([NH:1][C:2]2[CH:14]=[C:5]3[CH2:6][N:7]([C:10](=[O:13])[CH2:11][CH3:12])[CH2:8][CH2:9][N:4]3[N:3]=2)[C:17](=[O:24])[N:18]([CH3:23])[CH:19]=1. The catalyst class is: 102. (4) Reactant: FC(F)(F)C(O)=O.[Cl:8][C:9]1[CH:10]=[C:11]([NH:16][C:17]2[C:18]3[N:26]=[C:25]([N:27]([C@H:29]4[CH2:34][CH2:33][C@H:32]([NH:35]C(OC(C)(C)C)=O)[CH2:31][CH2:30]4)[CH3:28])[N:24]=[CH:23][C:19]=3[N:20]=[CH:21][N:22]=2)[CH:12]=[CH:13][C:14]=1[F:15]. Product: [Cl:8][C:9]1[CH:10]=[C:11]([NH:16][C:17]2[C:18]3[N:26]=[C:25]([N:27]([C@H:29]4[CH2:34][CH2:33][C@H:32]([NH2:35])[CH2:31][CH2:30]4)[CH3:28])[N:24]=[CH:23][C:19]=3[N:20]=[CH:21][N:22]=2)[CH:12]=[CH:13][C:14]=1[F:15]. The catalyst class is: 2. (5) Reactant: B1(C)[O:8]C(C2C=CC=CC=2)(C2C=CC=CC=2)[C@@H]2N1CCC2.[CH2:22]([O:24][C:25](=[O:47])[CH2:26][CH2:27][C:28]1[CH:33]=[CH:32][C:31]([O:34][C:35]2[CH:40]=[C:39]([CH3:41])[CH:38]=[C:37]([CH:42](N)[CH3:43])[CH:36]=2)=[CH:30][C:29]=1[CH2:45][CH3:46])[CH3:23]. Product: [CH2:22]([O:24][C:25](=[O:47])[CH2:26][CH2:27][C:28]1[CH:33]=[CH:32][C:31]([O:34][C:35]2[CH:40]=[C:39]([CH3:41])[CH:38]=[C:37]([CH:42]([OH:8])[CH3:43])[CH:36]=2)=[CH:30][C:29]=1[CH2:45][CH3:46])[CH3:23]. The catalyst class is: 11.